This data is from Full USPTO retrosynthesis dataset with 1.9M reactions from patents (1976-2016). The task is: Predict the reactants needed to synthesize the given product. (1) Given the product [CH3:24][N:7]1[C:2]([CH3:1])=[C:3]([C:22]#[N:23])[CH:4]([C:12]2[CH:13]=[C:14]3[C:18](=[CH:19][CH:20]=2)[NH:17][N:16]=[C:15]3[CH3:21])[C:5]2[C:10](=[O:11])[O:9][CH2:8][C:6]1=2, predict the reactants needed to synthesize it. The reactants are: [CH3:1][C:2]1[NH:7][C:6]2[CH2:8][O:9][C:10](=[O:11])[C:5]=2[CH:4]([C:12]2[CH:13]=[C:14]3[C:18](=[CH:19][CH:20]=2)[NH:17][N:16]=[C:15]3[CH3:21])[C:3]=1[C:22]#[N:23].[C:24](=O)([O-])[O-].[Cs+].[Cs+].CI.O. (2) Given the product [OH:1][C:2]1([CH3:19])[CH2:9][CH2:8][O:7][CH2:6][CH2:5][N:4]([C:10]([O:12][C:13]([CH3:16])([CH3:15])[CH3:14])=[O:11])[CH2:3]1, predict the reactants needed to synthesize it. The reactants are: [O:1]=[C:2]1[CH2:9][CH2:8][O:7][CH2:6][CH2:5][N:4]([C:10]([O:12][C:13]([CH3:16])([CH3:15])[CH3:14])=[O:11])[CH2:3]1.[NH4+].[Cl-].[CH2:19]1COCC1. (3) The reactants are: [NH2:1][C:2]1[CH:7]=[CH:6][C:5]([S:8]([NH:11][C@H:12]2[CH2:17][CH2:16][CH2:15][C@@H:14]([NH:18][C:19]3[N:24]=[C:23]([C:25]4[C:33]5[C:28](=[CH:29][CH:30]=[CH:31][CH:32]=5)[N:27](S(C5C=CC=CC=5)(=O)=O)[CH:26]=4)[C:22]([Cl:43])=[CH:21][N:20]=3)[CH2:13]2)(=[O:10])=[O:9])=[CH:4][CH:3]=1.[OH-].[Na+].Cl. Given the product [NH2:1][C:2]1[CH:7]=[CH:6][C:5]([S:8]([NH:11][C@H:12]2[CH2:17][CH2:16][CH2:15][C@@H:14]([NH:18][C:19]3[N:24]=[C:23]([C:25]4[C:33]5[C:28](=[CH:29][CH:30]=[CH:31][CH:32]=5)[NH:27][CH:26]=4)[C:22]([Cl:43])=[CH:21][N:20]=3)[CH2:13]2)(=[O:9])=[O:10])=[CH:4][CH:3]=1, predict the reactants needed to synthesize it. (4) Given the product [CH3:1][C:2]1[N:7]=[C:6]([C:8]2[CH:13]=[CH:12][N:11]=[C:10]([C:14]3[CH:15]=[C:16]([NH:20][C:31](=[O:33])[CH3:32])[CH:17]=[CH:18][CH:19]=3)[N:9]=2)[CH:5]=[C:4]([C:21]2[CH:26]=[CH:25][C:24]([C:27]([F:30])([F:28])[F:29])=[CH:23][CH:22]=2)[CH:3]=1, predict the reactants needed to synthesize it. The reactants are: [CH3:1][C:2]1[N:7]=[C:6]([C:8]2[CH:13]=[CH:12][N:11]=[C:10]([C:14]3[CH:15]=[C:16]([NH2:20])[CH:17]=[CH:18][CH:19]=3)[N:9]=2)[CH:5]=[C:4]([C:21]2[CH:26]=[CH:25][C:24]([C:27]([F:30])([F:29])[F:28])=[CH:23][CH:22]=2)[CH:3]=1.[C:31](Cl)(=[O:33])[CH3:32].